Dataset: Forward reaction prediction with 1.9M reactions from USPTO patents (1976-2016). Task: Predict the product of the given reaction. (1) Given the reactants [N+:1]([C:4]1[CH:17]=[CH:16][C:15]([O:18][C:19]([F:22])([F:21])[F:20])=[CH:14][C:5]=1[C:6]([NH:8][CH2:9][C:10]([O:12]C)=[O:11])=[O:7])([O-:3])=[O:2].[OH-].[Na+].O, predict the reaction product. The product is: [N+:1]([C:4]1[CH:17]=[CH:16][C:15]([O:18][C:19]([F:20])([F:21])[F:22])=[CH:14][C:5]=1[C:6]([NH:8][CH2:9][C:10]([OH:12])=[O:11])=[O:7])([O-:3])=[O:2]. (2) Given the reactants [Br:1][C:2]1[C:3]([Cl:11])=[N:4][CH:5]=[C:6]([CH:10]=1)[C:7](O)=[O:8].B.Cl, predict the reaction product. The product is: [Cl:11][C:3]1[C:2]([Br:1])=[CH:10][C:6]([CH2:7][OH:8])=[CH:5][N:4]=1. (3) Given the reactants [Br:1][C:2]1[CH:7]=[CH:6][CH:5]=[C:4]([NH2:8])[C:3]=1[NH2:9].[CH:10](O)=O, predict the reaction product. The product is: [Br:1][C:2]1[C:3]2[N:9]=[CH:10][NH:8][C:4]=2[CH:5]=[CH:6][CH:7]=1. (4) Given the reactants Br[C:2]1[CH:7]=[CH:6][N:5]=[CH:4][C:3]=1C.[C:9](=[O:12])([O-])[O-].[Cs+].[Cs+].[Cl:15][C:16]1[CH:22]=[CH:21][C:20]([O:23][CH3:24])=[CH:19][C:17]=1[NH2:18].[C:25]1(C)C=CC=CC=1, predict the reaction product. The product is: [Cl:15][C:16]1[CH:22]=[CH:21][C:20]([O:23][CH3:24])=[CH:19][C:17]=1[NH:18][C:3]1[C:4]([CH3:25])=[N:5][C:6]([O:12][CH3:9])=[CH:7][CH:2]=1. (5) Given the reactants [C:1]1([NH:7][NH2:8])[CH:6]=[CH:5][CH:4]=[CH:3][CH:2]=1.C([O-])([O-])=O.[K+].[K+].Cl[C:16]([O:18][CH2:19][C:20]1[CH:25]=[CH:24][CH:23]=[CH:22][CH:21]=1)=[O:17], predict the reaction product. The product is: [C:1]1([NH:7][NH:8][C:16]([O:18][CH2:19][C:20]2[CH:25]=[CH:24][CH:23]=[CH:22][CH:21]=2)=[O:17])[CH:6]=[CH:5][CH:4]=[CH:3][CH:2]=1. (6) Given the reactants Br[C:2]1[CH:3]=[N:4][C:5]2[C:10]([CH:11]=1)=[CH:9][C:8]([CH2:12][C:13]1[N:17]3[N:18]=[C:19]([CH3:22])[CH:20]=[CH:21][C:16]3=[N:15][N:14]=1)=[CH:7][CH:6]=2.[CH:23](B(O)O)=[CH2:24].C([O-])([O-])=O.[K+].[K+].O1CCOCC1, predict the reaction product. The product is: [CH3:22][C:19]1[CH:20]=[CH:21][C:16]2[N:17]([C:13]([CH2:12][C:8]3[CH:9]=[C:10]4[C:5](=[CH:6][CH:7]=3)[N:4]=[CH:3][C:2]([CH:23]=[CH2:24])=[CH:11]4)=[N:14][N:15]=2)[N:18]=1.